This data is from Catalyst prediction with 721,799 reactions and 888 catalyst types from USPTO. The task is: Predict which catalyst facilitates the given reaction. (1) Reactant: [C:1](Cl)(=[O:3])[CH3:2].[C:5]([Si:9]([CH3:35])([CH3:34])[O:10][CH2:11][C:12]([C:26]1[CH:31]=[CH:30][C:29]([F:32])=[C:28]([F:33])[CH:27]=1)=[C:13]([C:16]1[CH:21]=[CH:20][C:19]([S:22]([CH3:25])(=[O:24])=[O:23])=[CH:18][CH:17]=1)[CH2:14][OH:15])([CH3:8])([CH3:7])[CH3:6].CCN(CC)CC. Product: [C:5]([Si:9]([CH3:35])([CH3:34])[O:10][CH2:11][C:12]([C:26]1[CH:31]=[CH:30][C:29]([F:32])=[C:28]([F:33])[CH:27]=1)=[C:13]([C:16]1[CH:21]=[CH:20][C:19]([S:22]([CH3:25])(=[O:24])=[O:23])=[CH:18][CH:17]=1)[CH2:14][O:15][C:1](=[O:3])[CH3:2])([CH3:7])([CH3:6])[CH3:8]. The catalyst class is: 2. (2) Reactant: [CH:1]1([NH:4][C:5]([NH:7][C:8]2[CH:13]=[CH:12][C:11]([O:14][C:15]3[CH:20]=[CH:19][N:18]=[C:17]4[CH:21]=[C:22]([C:24]5[CH:29]=[CH:28][C:27]([CH2:30][N:31]6[CH2:36][CH2:35][NH:34][CH2:33][CH2:32]6)=[CH:26][N:25]=5)[S:23][C:16]=34)=[C:10]([F:37])[CH:9]=2)=[O:6])[CH2:3][CH2:2]1.[C:38]([O:41][CH2:42][C:43](O)=[O:44])(=[O:40])[CH3:39].C1C=C2N=NN(O)C2=CC=1.O.CCN=C=NCCCN(C)C.Cl. Product: [C:38]([O:41][CH2:42][C:43]([N:34]1[CH2:33][CH2:32][N:31]([CH2:30][C:27]2[CH:26]=[N:25][C:24]([C:22]3[S:23][C:16]4[C:17](=[N:18][CH:19]=[CH:20][C:15]=4[O:14][C:11]4[CH:12]=[CH:13][C:8]([NH:7][C:5]([NH:4][CH:1]5[CH2:3][CH2:2]5)=[O:6])=[CH:9][C:10]=4[F:37])[CH:21]=3)=[CH:29][CH:28]=2)[CH2:36][CH2:35]1)=[O:44])(=[O:40])[CH3:39]. The catalyst class is: 655. (3) Reactant: [O:1]([C:8]1[CH:13]=[CH:12][C:11]([C:14]2[C:22]3[C:17](=[N:18][CH:19]=[N:20][C:21]=3[NH2:23])[NH:16][N:15]=2)=[CH:10][CH:9]=1)[C:2]1[CH:7]=[CH:6][CH:5]=[CH:4][CH:3]=1.CS(O[CH:29]1[CH2:32][C:31](=[CH:33][CH2:34][CH3:35])[CH2:30]1)(=O)=O.C(=O)([O-])[O-].[Cs+].[Cs+].O. Product: [O:1]([C:8]1[CH:13]=[CH:12][C:11]([C:14]2[C:22]3[C:17](=[N:18][CH:19]=[N:20][C:21]=3[NH2:23])[N:16]([CH:29]3[CH2:32][C:31](=[CH:33][CH2:34][CH3:35])[CH2:30]3)[N:15]=2)=[CH:10][CH:9]=1)[C:2]1[CH:7]=[CH:6][CH:5]=[CH:4][CH:3]=1. The catalyst class is: 9. (4) Reactant: C[O:2][C:3](=[O:19])[C:4]1[CH:9]=[C:8]([Br:10])[CH:7]=[CH:6][C:5]=1[O:11][CH:12]([C:14]([O:16]CC)=[O:15])[CH3:13].CO.[OH-].[Na+]. Product: [Br:10][C:8]1[CH:7]=[CH:6][C:5]([O:11][CH:12]([C:14]([OH:16])=[O:15])[CH3:13])=[C:4]([CH:9]=1)[C:3]([OH:19])=[O:2]. The catalyst class is: 1. (5) Reactant: [Mg].II.Br[CH2:5][CH2:6]Br.Br[C:9]1[CH:14]=[CH:13][C:12]([C:15]2[CH:20]=[CH:19][CH:18]=[CH:17][CH:16]=2)=[CH:11][CH:10]=1.[P:21]([O-:28])(OCC)OCC.Cl. Product: [C:9]1([C:6]2[CH:5]=[CH:17][CH:16]=[CH:15][CH:20]=2)[CH:14]=[CH:13][C:12]([PH:21](=[O:28])[C:9]2[CH:14]=[CH:13][C:12]([C:15]3[CH:20]=[CH:19][CH:18]=[CH:17][CH:16]=3)=[CH:11][CH:10]=2)=[CH:11][CH:10]=1. The catalyst class is: 182. (6) Reactant: N1C=CN=C1.C(N(CC)C(C)C)(C)C.[Si:15](Cl)([C:28]([CH3:31])([CH3:30])[CH3:29])([C:22]1C=CC=CC=1)[C:16]1C=CC=CC=1.[CH3:33][O:34][C:35]([C@H:37]1[CH2:41][C@H:40]([OH:42])[CH2:39][N:38]1[C:43]([O:45][CH2:46][C:47]1[CH:52]=[CH:51][CH:50]=[CH:49][CH:48]=1)=[O:44])=[O:36]. Product: [CH3:33][O:34][C:35]([C@H:37]1[CH2:41][C@H:40]([O:42][Si:15]([C:28]([CH3:31])([CH3:30])[CH3:29])([CH3:22])[CH3:16])[CH2:39][N:38]1[C:43]([O:45][CH2:46][C:47]1[CH:52]=[CH:51][CH:50]=[CH:49][CH:48]=1)=[O:44])=[O:36]. The catalyst class is: 9. (7) Reactant: [CH3:1][C:2]1[CH:10]=[CH:9][C:5]([C:6]([OH:8])=O)=[CH:4][N:3]=1.CN(C(ON1N=NC2C=CC=NC1=2)=[N+](C)C)C.F[P-](F)(F)(F)(F)F.CCN(C(C)C)C(C)C.[CH3:44][N:45]1[C:54]2[C:49](=[CH:50][N:51]=[C:52]([CH3:55])[CH:53]=2)[CH:48]=[C:47]([C:56]2[CH:57]=[C:58]([NH:63]/[C:64](/[NH2:67])=[N:65]/O)[CH:59]=[CH:60][C:61]=2[CH3:62])[C:46]1=[O:68]. Product: [CH3:44][N:45]1[C:54]2[C:49](=[CH:50][N:51]=[C:52]([CH3:55])[CH:53]=2)[CH:48]=[C:47]([C:56]2[CH:57]=[C:58]([NH:63][C:64]3[N:65]=[C:6]([C:5]4[CH:4]=[N:3][C:2]([CH3:1])=[CH:10][CH:9]=4)[O:8][N:67]=3)[CH:59]=[CH:60][C:61]=2[CH3:62])[C:46]1=[O:68]. The catalyst class is: 3. (8) Reactant: [CH:1]1([NH:4][CH2:5][CH2:6][C@@H:7]2[CH2:12][CH2:11][C@@H:10]([N:13]([CH:30]([CH3:32])[CH3:31])[C:14](=[O:29])[C:15]3[CH:20]=[CH:19][C:18]([O:21][CH3:22])=[C:17]([O:23][CH2:24][CH2:25][CH2:26][O:27][CH3:28])[CH:16]=3)[CH2:9][N:8]2[C:33]([O:35][C:36]([CH3:39])([CH3:38])[CH3:37])=[O:34])[CH2:3][CH2:2]1.[C:40]1([CH2:46][S:47](Cl)(=[O:49])=[O:48])[CH:45]=[CH:44][CH:43]=[CH:42][CH:41]=1.C(N(CC)CC)C.C(=O)([O-])O.[Na+]. Product: [CH2:46]([S:47]([N:4]([CH:1]1[CH2:3][CH2:2]1)[CH2:5][CH2:6][C@H:7]1[CH2:12][CH2:11][C@@H:10]([N:13]([CH:30]([CH3:32])[CH3:31])[C:14](=[O:29])[C:15]2[CH:20]=[CH:19][C:18]([O:21][CH3:22])=[C:17]([O:23][CH2:24][CH2:25][CH2:26][O:27][CH3:28])[CH:16]=2)[CH2:9][N:8]1[C:33]([O:35][C:36]([CH3:37])([CH3:39])[CH3:38])=[O:34])(=[O:49])=[O:48])[C:40]1[CH:45]=[CH:44][CH:43]=[CH:42][CH:41]=1. The catalyst class is: 98. (9) Reactant: [Cl:1][C:2]1[CH:14]=[CH:13][CH:12]=[CH:11][C:3]=1[CH2:4][C:5]1[S:9][C:8]([NH2:10])=[N:7][N:6]=1.[O:15]1[C:19]2[CH:20]=[CH:21][C:22]([C:24]3([C:27](O)=[O:28])[CH2:26][CH2:25]3)=[CH:23][C:18]=2[O:17][CH2:16]1.C(N(CC)CC)C.F[P-](F)(F)(F)(F)F.N1(O[P+](N(C)C)(N(C)C)N(C)C)C2C=CC=CC=2N=N1. Product: [Cl:1][C:2]1[CH:14]=[CH:13][CH:12]=[CH:11][C:3]=1[CH2:4][C:5]1[S:9][C:8]([NH:10][C:27]([C:24]2([C:22]3[CH:21]=[CH:20][C:19]4[O:15][CH2:16][O:17][C:18]=4[CH:23]=3)[CH2:26][CH2:25]2)=[O:28])=[N:7][N:6]=1. The catalyst class is: 10. (10) Reactant: [NH2:1][C:2]1[CH:3]=[CH:4][CH:5]=[C:6]2[C:11]=1[N:10]=[CH:9][CH:8]=[CH:7]2.Cl[S:13]([C:16]1[CH:25]=[CH:24][CH:23]=[CH:22][C:17]=1[C:18]([O:20][CH3:21])=[O:19])(=[O:15])=[O:14]. Product: [CH3:21][O:20][C:18](=[O:19])[C:17]1[CH:22]=[CH:23][CH:24]=[CH:25][C:16]=1[S:13](=[O:14])(=[O:15])[NH:1][C:2]1[CH:3]=[CH:4][CH:5]=[C:6]2[C:11]=1[N:10]=[CH:9][CH:8]=[CH:7]2. The catalyst class is: 142.